From a dataset of Reaction yield outcomes from USPTO patents with 853,638 reactions. Predict the reaction yield, written as a fraction of the theoretical maximum amount of product (1.0 means a 100% yield; for example, 0.34 means a 34% yield). (1) The reactants are Cl[C:2]1[N:3]=[CH:4][C:5]([C:8]([O:10][CH3:11])=[O:9])=[N:6][CH:7]=1.[S:12]1[CH:16]=[C:15]([CH2:17][OH:18])[N:14]=[CH:13]1.C(=O)([O-])[O-].[Cs+].[Cs+].CN(C=O)C. The catalyst is O. The product is [S:12]1[CH:16]=[C:15]([CH2:17][O:18][C:2]2[N:3]=[CH:4][C:5]([C:8]([O:10][CH3:11])=[O:9])=[N:6][CH:7]=2)[N:14]=[CH:13]1. The yield is 0.422. (2) The product is [CH3:23][O:22][C:15](=[O:21])[CH2:16][CH2:17][CH2:18][C:19]#[C:20][CH2:8][C:9]#[C:10][CH2:11][OH:12]. The catalyst is CN(C=O)C.C(OCC)(=O)C.[Cu]I. The reactants are C([O-])([O-])=O.[K+].[K+].Cl[CH2:8][C:9]#[C:10][CH2:11][OH:12].[Na+].[I-].[C:15]([O:22][CH3:23])(=[O:21])[CH2:16][CH2:17][CH2:18][C:19]#[CH:20]. The yield is 0.870. (3) The reactants are [CH:1]([NH2:3])=[S:2].[CH2:4]([O:6][C:7](=[O:15])[CH:8](Cl)[C:9](=O)[CH:10]([CH3:12])[CH3:11])[CH3:5]. The catalyst is C(O)C. The product is [CH2:4]([O:6][C:7]([C:8]1[S:2][CH:1]=[N:3][C:9]=1[CH:10]([CH3:12])[CH3:11])=[O:15])[CH3:5]. The yield is 0.360. (4) The reactants are [CH2:1]([C:5]1[N:6]=[C:7]([CH3:34])[N:8]([C:27]2[CH:32]=[CH:31][C:30]([OH:33])=[CH:29][CH:28]=2)[C:9](=[O:26])[C:10]=1[CH2:11][C:12]1[CH:17]=[CH:16][C:15]([C:18]2[C:19]([C:24]#[N:25])=[CH:20][CH:21]=[CH:22][CH:23]=2)=[CH:14][CH:13]=1)[CH2:2][CH2:3][CH3:4].Br[C:36]([CH3:43])([CH3:42])[C:37]([O:39][CH2:40][CH3:41])=[O:38].C(=O)([O-])[O-].[Cs+].[Cs+]. The catalyst is CC(N(C)C)=O.C(OCC)(=O)C. The product is [CH2:1]([C:5]1[N:6]=[C:7]([CH3:34])[N:8]([C:27]2[CH:32]=[CH:31][C:30]([O:33][C:36]([CH3:43])([CH3:42])[C:37]([O:39][CH2:40][CH3:41])=[O:38])=[CH:29][CH:28]=2)[C:9](=[O:26])[C:10]=1[CH2:11][C:12]1[CH:13]=[CH:14][C:15]([C:18]2[CH:23]=[CH:22][CH:21]=[CH:20][C:19]=2[C:24]#[N:25])=[CH:16][CH:17]=1)[CH2:2][CH2:3][CH3:4]. The yield is 0.740. (5) The reactants are [H-].[Na+].[Cl:3][C:4]1[CH:5]=[C:6]([CH2:25][C:26]([O:28][CH2:29][CH3:30])=[O:27])[CH:7]=[C:8]([C:15]2[CH:20]=[CH:19][C:18]([C:21]([F:24])([F:23])[F:22])=[CH:17][CH:16]=2)[C:9]=1[O:10][CH2:11][CH:12]1[CH2:14][CH2:13]1.[CH:31]1([CH2:34]Br)[CH2:33][CH2:32]1. The catalyst is CN(C=O)C. The product is [Cl:3][C:4]1[CH:5]=[C:6]([CH:25]([CH2:34][CH:31]2[CH2:33][CH2:32]2)[C:26]([O:28][CH2:29][CH3:30])=[O:27])[CH:7]=[C:8]([C:15]2[CH:16]=[CH:17][C:18]([C:21]([F:24])([F:22])[F:23])=[CH:19][CH:20]=2)[C:9]=1[O:10][CH2:11][CH:12]1[CH2:13][CH2:14]1. The yield is 0.620. (6) The reactants are [Cl:1][C:2]1[CH:3]=[C:4]([C@:9]23[CH2:14][CH:13]2[CH2:12][O:11][C:10]3=[O:15])[CH:5]=[CH:6][C:7]=1[Cl:8].ClCCl. The catalyst is O1CCCC1. The product is [Cl:1][C:2]1[CH:3]=[C:4]([C@:9]2([CH2:10][OH:15])[CH2:14][CH:13]2[CH2:12][OH:11])[CH:5]=[CH:6][C:7]=1[Cl:8]. The yield is 0.985. (7) The reactants are Br[C:2]1[CH:3]=[C:4]([C:8]2[CH:13]=[CH:12][CH:11]=[CH:10][CH:9]=2)[CH:5]=[CH:6][CH:7]=1.[O:14]1CCC[CH2:15]1.C([Li])CCC.CN(C)C=O. The catalyst is O. The product is [C:8]1([C:4]2[CH:3]=[C:2]([CH:7]=[CH:6][CH:5]=2)[CH:15]=[O:14])[CH:9]=[CH:10][CH:11]=[CH:12][CH:13]=1. The yield is 0.790.